The task is: Predict the reactants needed to synthesize the given product.. This data is from Full USPTO retrosynthesis dataset with 1.9M reactions from patents (1976-2016). (1) Given the product [Br:12][C:13]1[CH:14]=[CH:15][C:16]([C:19]2([C:20]([F:27])([F:28])[C:21]3[CH:26]=[CH:25][CH:24]=[CH:23][N:22]=3)[CH2:8][O:29]2)=[CH:17][CH:18]=1, predict the reactants needed to synthesize it. The reactants are: [H-].[Na+].CS(C)=O.[I-].[CH3:8][S+](C)C.[Br:12][C:13]1[CH:18]=[CH:17][C:16]([C:19](=[O:29])[C:20]([F:28])([F:27])[C:21]2[CH:26]=[CH:25][CH:24]=[CH:23][N:22]=2)=[CH:15][CH:14]=1. (2) Given the product [NH:5]1[C:6]2[C:7](=[CH:9][CH:10]=[CH:12][CH:8]=2)[CH:4]=[CH:3]1, predict the reactants needed to synthesize it. The reactants are: [Li+].C[CH:3]([N-:5][CH:6]([CH3:8])[CH3:7])[CH3:4].[C:9](#N)[C:10]([CH3:12])=O. (3) Given the product [Cl:37][C:21]1[C:22]([NH:24][C:25]2[C:35]([F:36])=[CH:34][CH:33]=[CH:32][C:26]=2[C:27]([NH:29][CH2:30][CH3:31])=[O:28])=[N:23][C:18]([NH:1][C:2]2[CH:16]=[CH:15][C:5]3[N:6]([CH3:14])[C:7](=[O:13])[CH2:8][CH2:9][C:10]([CH3:12])([CH3:11])[C:4]=3[CH:3]=2)=[N:19][CH:20]=1, predict the reactants needed to synthesize it. The reactants are: [NH2:1][C:2]1[CH:16]=[CH:15][C:5]2[N:6]([CH3:14])[C:7](=[O:13])[CH2:8][CH2:9][C:10]([CH3:12])([CH3:11])[C:4]=2[CH:3]=1.Cl[C:18]1[N:23]=[C:22]([NH:24][C:25]2[C:35]([F:36])=[CH:34][CH:33]=[CH:32][C:26]=2[C:27]([NH:29][CH2:30][CH3:31])=[O:28])[C:21]([Cl:37])=[CH:20][N:19]=1. (4) Given the product [F:27][C:25]([F:28])([F:26])[O:24][C:21]1[CH:22]=[CH:23][C:18]([CH:10]([C:7]2[CH:6]=[CH:5][C:4]([O:3][C:2]([F:29])([F:1])[F:30])=[CH:9][CH:8]=2)[C:11]2([OH:17])[CH2:16][CH2:15][N:14]([CH2:40][C:39]3[CH:38]=[CH:37][C:36]([O:35][CH2:34][CH2:33][O:32][CH3:31])=[CH:43][CH:42]=3)[CH2:13][CH2:12]2)=[CH:19][CH:20]=1, predict the reactants needed to synthesize it. The reactants are: [F:1][C:2]([F:30])([F:29])[O:3][C:4]1[CH:9]=[CH:8][C:7]([CH:10]([C:18]2[CH:23]=[CH:22][C:21]([O:24][C:25]([F:28])([F:27])[F:26])=[CH:20][CH:19]=2)[C:11]2([OH:17])[CH2:16][CH2:15][NH:14][CH2:13][CH2:12]2)=[CH:6][CH:5]=1.[CH3:31][O:32][CH2:33][CH2:34][O:35][C:36]1[CH:43]=[CH:42][C:39]([CH:40]=O)=[CH:38][CH:37]=1.C(O[BH-](OC(=O)C)OC(=O)C)(=O)C.[Na+]. (5) Given the product [CH2:1]([N:8]1[C:16]2[C:11](=[CH:12][C:13]([NH2:18])=[CH:14][C:15]=2[CH3:17])[CH:10]=[CH:9]1)[C:2]1[CH:3]=[CH:4][CH:5]=[CH:6][CH:7]=1, predict the reactants needed to synthesize it. The reactants are: [CH2:1]([N:8]1[C:16]2[C:11](=[CH:12][C:13]([N+:18]([O-])=O)=[CH:14][C:15]=2[CH3:17])[CH:10]=[CH:9]1)[C:2]1[CH:7]=[CH:6][CH:5]=[CH:4][CH:3]=1.[Cl-].[NH4+].C(O)C. (6) The reactants are: Cl.[F:2][C:3]1[CH:8]=[CH:7][CH:6]=[CH:5][C:4]=1[C:9]1[C:10]2[C:14]([CH:15]=[CH:16][CH:17]=1)=[N:13][N:12]1[C:18]([CH:23]3[CH2:28][CH2:27][NH:26][CH2:25][CH2:24]3)=[CH:19][C:20](=[O:22])[NH:21][C:11]=21.[OH-].[Na+]. Given the product [F:2][C:3]1[CH:8]=[CH:7][CH:6]=[CH:5][C:4]=1[C:9]1[C:10]2[C:14]([CH:15]=[CH:16][CH:17]=1)=[N:13][N:12]1[C:18]([CH:23]3[CH2:28][CH2:27][NH:26][CH2:25][CH2:24]3)=[CH:19][C:20](=[O:22])[NH:21][C:11]=21, predict the reactants needed to synthesize it. (7) Given the product [C:41]([O:40][C:38]([N:28]1[CH2:29][CH:30]([C:31]2[CH:36]=[CH:35][CH:34]=[C:33]([F:37])[CH:32]=2)[CH:26]([NH:25][C:2]2[C:11]3[C:6](=[C:7]([C:12]([O:14][CH3:15])=[O:13])[CH:8]=[CH:9][CH:10]=3)[N:5]=[CH:4][N:3]=2)[CH2:27]1)=[O:39])([CH3:44])([CH3:42])[CH3:43], predict the reactants needed to synthesize it. The reactants are: Cl[C:2]1[C:11]2[C:6](=[C:7]([C:12]([O:14][CH3:15])=[O:13])[CH:8]=[CH:9][CH:10]=2)[N:5]=[CH:4][N:3]=1.CCN(C(C)C)C(C)C.[NH2:25][C@H:26]1[C@H:30]([C:31]2[CH:36]=[CH:35][CH:34]=[C:33]([F:37])[CH:32]=2)[CH2:29][N:28]([C:38]([O:40][C:41]([CH3:44])([CH3:43])[CH3:42])=[O:39])[CH2:27]1.N.